This data is from Forward reaction prediction with 1.9M reactions from USPTO patents (1976-2016). The task is: Predict the product of the given reaction. The product is: [O:12]1[CH2:16][CH:17]1[CH2:18][O:1][C:2]1[CH:3]=[C:4]2[C:9](=[CH:10][CH:11]=1)[N:8]=[CH:7][CH:6]=[CH:5]2. Given the reactants [OH:1][C:2]1[CH:3]=[C:4]2[C:9](=[CH:10][CH:11]=1)[N:8]=[CH:7][CH:6]=[CH:5]2.[O:12]1[C:16]2[CH:17]=[CH:18]C=CC=2N=C1, predict the reaction product.